Dataset: Reaction yield outcomes from USPTO patents with 853,638 reactions. Task: Predict the reaction yield, written as a fraction of the theoretical maximum amount of product (1.0 means a 100% yield; for example, 0.34 means a 34% yield). (1) The reactants are [F:1][C:2]([F:14])([CH:11]([F:13])[F:12])[CH:3](O)[CH2:4][C:5]([O:7][CH2:8][CH3:9])=[O:6].O=P12OP3(OP(OP(O3)(O1)=O)(=O)O2)=O. No catalyst specified. The product is [F:1][C:2]([F:14])([CH:11]([F:12])[F:13])/[CH:3]=[CH:4]/[C:5]([O:7][CH2:8][CH3:9])=[O:6]. The yield is 0.760. (2) The reactants are [O:1]=[C:2]=[N:3][CH:4]1[CH2:13][C:12]([CH3:15])([CH3:14])[CH2:11][C:6]([CH3:16])([CH2:7][N:8]=[C:9]=[O:10])[CH2:5]1.[CH2:17]=[CH:18][CH2:19]/[CH:20]=[CH:21]\[CH2:22]/[CH:23]=[CH:24]\[CH2:25][CH2:26][CH2:27][CH2:28][CH2:29][CH2:30][CH2:31][C:32]1[CH:37]=[C:36]([OH:38])[CH:35]=[CH:34][CH:33]=1.[OH2:39].CN([CH:43]=[O:44])C. The catalyst is C([O-])(=O)CCCCCCCCCCC.C([O-])(=O)CCCCCCCCCCC.C([Sn+2]CCCC)CCC. The product is [CH2:17]=[CH:18][CH2:19]/[CH:20]=[CH:21]\[CH2:22]/[CH:23]=[CH:24]\[CH2:25][CH2:26][CH2:27][CH2:28][CH2:29][CH2:30][CH2:31][C:32]1[CH:37]=[C:36]([OH:38])[CH:35]=[CH:34][CH:33]=1.[CH3:14][C:12]1([CH3:15])[CH2:11][C:6]([CH2:7][N:8]=[C:9]=[O:10])([CH3:16])[CH2:5][CH:4]([N:3]=[C:2]=[O:1])[CH2:13]1.[CH3:15][C:12]([C:13]([O:38][CH2:36][CH2:43][OH:44])=[O:39])=[CH2:14]. The yield is 0.900. (3) The reactants are [F:1][C:2]1[N:7]=[CH:6][C:5]([CH:8]2[O:12]C(=O)[N:10]([C:14]([O:16][C:17]([CH3:20])([CH3:19])[CH3:18])=[O:15])[CH:9]2[CH2:21][C:22]2[CH:27]=[CH:26][CH:25]=[C:24]([O:28][C:29]([F:34])([F:33])[CH:30]([F:32])[F:31])[CH:23]=2)=[CH:4][CH:3]=1.[OH-].[Na+].O. The catalyst is CO. The product is [F:1][C:2]1[N:7]=[CH:6][C:5]([CH:8]([OH:12])[CH:9]([NH:10][C:14](=[O:15])[O:16][C:17]([CH3:18])([CH3:20])[CH3:19])[CH2:21][C:22]2[CH:27]=[CH:26][CH:25]=[C:24]([O:28][C:29]([F:33])([F:34])[CH:30]([F:31])[F:32])[CH:23]=2)=[CH:4][CH:3]=1. The yield is 0.870.